This data is from Forward reaction prediction with 1.9M reactions from USPTO patents (1976-2016). The task is: Predict the product of the given reaction. (1) Given the reactants C(OC([N:11]1[CH2:20][CH2:19][C:18]2[C:13](=[CH:14][C:15]([NH:21][C:22]3[N:27]=[C:26](Cl)[CH:25]=[C:24]([N:29]4[CH2:34][CH2:33][O:32][CH2:31][CH2:30]4)[N:23]=3)=[CH:16][CH:17]=2)[CH2:12]1)=O)C1C=CC=CC=1.[F:35][C:36]1[C:37](B2OC(C)(C)C(C)(C)O2)=[C:38]2[C:42](=[CH:43][CH:44]=1)[NH:41][CH:40]=[CH:39]2, predict the reaction product. The product is: [F:35][C:36]1[C:37]([C:26]2[CH:25]=[C:24]([N:29]3[CH2:30][CH2:31][O:32][CH2:33][CH2:34]3)[N:23]=[C:22]([NH:21][C:15]3[CH:16]=[C:17]4[C:18]([CH2:19][CH2:20][NH:11][CH2:12]4)=[CH:13][CH:14]=3)[N:27]=2)=[C:38]2[C:42](=[CH:43][CH:44]=1)[NH:41][CH:40]=[CH:39]2. (2) Given the reactants [CH3:1][O:2][C:3]([C:5]1[S:12][C:11]2[C:10]([C:13]3[CH2:18][CH2:17][CH2:16][CH2:15][CH:14]=3)=[C:9]([C:19]3[CH:20]=[C:21]4[C:26](=[CH:27][CH:28]=3)[N:25]=[C:24]([C:29]3[S:33][C:32]([CH3:34])=[N:31][C:30]=3[CH3:35])[CH:23]=[CH:22]4)[NH:8][C:7]=2[CH:6]=1)=[O:4].C([SiH](CC)CC)C.C(O)(C(F)(F)F)=O, predict the reaction product. The product is: [CH3:1][O:2][C:3]([C:5]1[S:12][C:11]2[C:10]([CH:13]3[CH2:14][CH2:15][CH2:16][CH2:17][CH2:18]3)=[C:9]([C:19]3[CH:20]=[C:21]4[C:26](=[CH:27][CH:28]=3)[N:25]=[C:24]([C:29]3[S:33][C:32]([CH3:34])=[N:31][C:30]=3[CH3:35])[CH:23]=[CH:22]4)[NH:8][C:7]=2[CH:6]=1)=[O:4].